This data is from Peptide-MHC class II binding affinity with 134,281 pairs from IEDB. The task is: Regression. Given a peptide amino acid sequence and an MHC pseudo amino acid sequence, predict their binding affinity value. This is MHC class II binding data. (1) The MHC is DRB1_0101 with pseudo-sequence DRB1_0101. The peptide sequence is ENVKMEDVGYPIIID. The binding affinity (normalized) is 0.592. (2) The peptide sequence is GDKFLANVSTVLTGK. The MHC is DRB1_0401 with pseudo-sequence DRB1_0401. The binding affinity (normalized) is 0.794. (3) The peptide sequence is ATTEEQKLIEDINAS. The MHC is HLA-DPA10201-DPB11401 with pseudo-sequence HLA-DPA10201-DPB11401. The binding affinity (normalized) is 0.0612. (4) The peptide sequence is VRKVCYNAVLTHVKI. The MHC is HLA-DQA10201-DQB10303 with pseudo-sequence HLA-DQA10201-DQB10303. The binding affinity (normalized) is 0.327. (5) The peptide sequence is QAYAATVAAAPQVKY. The MHC is DRB4_0101 with pseudo-sequence DRB4_0103. The binding affinity (normalized) is 0.0749. (6) The peptide sequence is AILRRRRRIAEPATC. The MHC is HLA-DQA10501-DQB10301 with pseudo-sequence HLA-DQA10501-DQB10301. The binding affinity (normalized) is 0.205.